Dataset: Reaction yield outcomes from USPTO patents with 853,638 reactions. Task: Predict the reaction yield, written as a fraction of the theoretical maximum amount of product (1.0 means a 100% yield; for example, 0.34 means a 34% yield). (1) The reactants are C(NC(C)C)(C)C.C([Li])CCC.[CH3:13][O:14][C:15](=[O:28])[CH2:16][C:17]1[CH:22]=[CH:21][C:20]([C:23]([F:26])([F:25])[F:24])=[C:19]([F:27])[CH:18]=1.I[CH2:30][CH:31]1[CH2:35][CH2:34][CH2:33][CH2:32]1. The yield is 0.830. The product is [CH3:13][O:14][C:15](=[O:28])[CH:16]([C:17]1[CH:22]=[CH:21][C:20]([C:23]([F:26])([F:25])[F:24])=[C:19]([F:27])[CH:18]=1)[CH2:30][CH:31]1[CH2:35][CH2:34][CH2:33][CH2:32]1. The catalyst is O1CCCC1.CN1CCCN(C)C1=O. (2) The reactants are [CH2:1]([O:8][C:9](=[O:24])[NH:10][CH:11]([C:13]1[CH:18]=[C:17]([Cl:19])[C:16]([CH3:20])=[C:15](Br)[C:14]=1[O:22][CH3:23])[CH3:12])[C:2]1[CH:7]=[CH:6][CH:5]=[CH:4][CH:3]=1.CC1(C)C(C)(C)OB([C:33]2[CH2:34][CH2:35][N:36]([C:39]([O:41][C:42]([CH3:45])([CH3:44])[CH3:43])=[O:40])[CH2:37][CH:38]=2)O1.C(=O)([O-])[O-].[Na+].[Na+].ClCCl.N#N. The catalyst is C(#N)C.CCOC(C)=O.O. The product is [CH2:1]([O:8][C:9]([NH:10][CH:11]([C:13]1[C:14]([O:22][CH3:23])=[C:15]([C:33]2[CH2:38][CH2:37][N:36]([C:39]([O:41][C:42]([CH3:45])([CH3:44])[CH3:43])=[O:40])[CH2:35][CH:34]=2)[C:16]([CH3:20])=[C:17]([Cl:19])[CH:18]=1)[CH3:12])=[O:24])[C:2]1[CH:7]=[CH:6][CH:5]=[CH:4][CH:3]=1. The yield is 0.900.